From a dataset of Forward reaction prediction with 1.9M reactions from USPTO patents (1976-2016). Predict the product of the given reaction. (1) Given the reactants [OH:1][C@H:2]1[CH2:6][CH2:5][N:4]([C:7]([O:9][C:10]([CH3:13])([CH3:12])[CH3:11])=[O:8])[CH2:3]1.[H-].[Na+].Cl[C:17]1[C:26]2[C:21](=[CH:22][CH:23]=[CH:24][C:25]=2[Cl:27])[CH:20]=[C:19]([C:28]#[N:29])[N:18]=1, predict the reaction product. The product is: [Cl:27][C:25]1[CH:24]=[CH:23][CH:22]=[C:21]2[C:26]=1[C:17]([O:1][C@H:2]1[CH2:6][CH2:5][N:4]([C:7]([O:9][C:10]([CH3:13])([CH3:12])[CH3:11])=[O:8])[CH2:3]1)=[N:18][C:19]([C:28]#[N:29])=[CH:20]2. (2) Given the reactants [F:1][C:2]1[C:10]([N+:11]([O-:13])=[O:12])=[CH:9][CH:8]=[CH:7][C:3]=1[C:4]([OH:6])=O.Cl.[CH3:15][O:16][C:17](=[O:23])[C@@H:18]1[CH2:22][CH2:21][CH2:20][NH:19]1.C(N(CC)CC)C, predict the reaction product. The product is: [F:1][C:2]1[C:10]([N+:11]([O-:13])=[O:12])=[CH:9][CH:8]=[CH:7][C:3]=1[C:4]([N:19]1[CH2:20][CH2:21][CH2:22][C@H:18]1[C:17]([O:16][CH3:15])=[O:23])=[O:6]. (3) Given the reactants Cl.[CH3:2][O:3][C:4]1[CH:19]=[CH:18][C:7]2[N:8]=[C:9]([NH:11][C@H:12]3[CH2:17][CH2:16][CH2:15][NH:14][CH2:13]3)[S:10][C:6]=2[CH:5]=1.[CH2:20]([S:22](Cl)(=[O:24])=[O:23])[CH3:21].CCN(C(C)C)C(C)C, predict the reaction product. The product is: [CH2:20]([S:22]([N:14]1[CH2:15][CH2:16][CH2:17][C@H:12]([NH:11][C:9]2[S:10][C:6]3[CH:5]=[C:4]([O:3][CH3:2])[CH:19]=[CH:18][C:7]=3[N:8]=2)[CH2:13]1)(=[O:24])=[O:23])[CH3:21]. (4) Given the reactants [Br:1][C:2]1[CH:11]=[CH:10][C:9]2[C:4](=[CH:5][C:6]([OH:12])=[CH:7][CH:8]=2)[CH:3]=1.C(=O)([O-])[O-].[Cs+].[Cs+].CN(C)C=O.[CH3:24][C@@H:25]1[CH2:30][CH2:29][C@H:28](OS(C)(=O)=O)[CH2:27][CH2:26]1, predict the reaction product. The product is: [Br:1][C:2]1[CH:11]=[CH:10][C:9]2[C:4](=[CH:5][C:6]([O:12][C@H:28]3[CH2:29][CH2:30][C@@H:25]([CH3:24])[CH2:26][CH2:27]3)=[CH:7][CH:8]=2)[CH:3]=1. (5) Given the reactants [N+:1]([C:4]1[CH:8]=[CH:7][NH:6][N:5]=1)([O-:3])=[O:2].[H-].[Na+].[CH3:11][C:12]1[CH:19]=[CH:18][C:15]([CH2:16]Br)=[CH:14][CH:13]=1, predict the reaction product. The product is: [CH3:11][C:12]1[CH:19]=[CH:18][C:15]([CH2:16][N:6]2[CH:7]=[CH:8][C:4]([N+:1]([O-:3])=[O:2])=[N:5]2)=[CH:14][CH:13]=1. (6) Given the reactants C(OC(=O)[N:7]([C:17]1[CH:22]=[CH:21][C:20]([CH:23]([C:25]2[C:33]3[C:28](=[N:29][CH:30]=[C:31]([Br:34])[CH:32]=3)[N:27]([S:35]([C:38]3[CH:43]=[CH:42][CH:41]=[CH:40][CH:39]=3)(=[O:37])=[O:36])[CH:26]=2)O)=[C:19]([F:44])[N:18]=1)CC1C=CC(OC)=CC=1)(C)(C)C.FC(F)(F)C(O)=O.C([SiH](CC)CC)C, predict the reaction product. The product is: [C:38]1([S:35]([N:27]2[C:28]3=[N:29][CH:30]=[C:31]([Br:34])[CH:32]=[C:33]3[C:25]([CH2:23][C:20]3[CH:21]=[CH:22][C:17]([NH2:7])=[N:18][C:19]=3[F:44])=[CH:26]2)(=[O:36])=[O:37])[CH:39]=[CH:40][CH:41]=[CH:42][CH:43]=1. (7) Given the reactants [F:1][C:2]([F:15])([F:14])[S:3]([O:6]S(C(F)(F)F)(=O)=O)(=[O:5])=[O:4].[N:16]1[C:25]2[C:20](=[CH:21][CH:22]=[C:23](O)[CH:24]=2)[CH:19]=[CH:18][CH:17]=1.N1C=CC=CC=1, predict the reaction product. The product is: [F:1][C:2]([F:15])([F:14])[S:3]([O:6][C:23]1[CH:24]=[C:25]2[C:20]([CH:19]=[CH:18][CH:17]=[N:16]2)=[CH:21][CH:22]=1)(=[O:5])=[O:4]. (8) The product is: [CH3:17][C:16]([S@@:14]([N:13]1[CH2:2][CH2:3][CH2:4][C@@H:5]1[C:6]1[CH:11]=[CH:10][C:9]([OH:12])=[CH:8][CH:7]=1)=[O:15])([CH3:19])[CH3:18]. Given the reactants Cl[CH2:2][CH2:3][CH2:4]/[C:5](=[N:13]\[S@:14]([C:16]([CH3:19])([CH3:18])[CH3:17])=[O:15])/[C:6]1[CH:11]=[CH:10][C:9]([OH:12])=[CH:8][CH:7]=1, predict the reaction product. (9) Given the reactants [CH2:1]([O:3][C:4]([CH:6]1[CH2:11][CH2:10][CH:9]([O:12][C:13]2[CH:18]=[CH:17][C:16]([N+:19]([O-])=O)=[C:15]([F:22])[CH:14]=2)[CH2:8][CH2:7]1)=[O:5])[CH3:2], predict the reaction product. The product is: [CH2:1]([O:3][C:4]([C@H:6]1[CH2:11][CH2:10][C@@H:9]([O:12][C:13]2[CH:18]=[CH:17][C:16]([NH2:19])=[C:15]([F:22])[CH:14]=2)[CH2:8][CH2:7]1)=[O:5])[CH3:2]. (10) The product is: [CH3:21][S:18]([O:10][CH2:9][CH2:8][NH:7][C:1]1[CH:6]=[CH:5][CH:4]=[CH:3][CH:2]=1)(=[O:20])=[O:19]. Given the reactants [C:1]1([NH:7][CH2:8][CH2:9][OH:10])[CH:6]=[CH:5][CH:4]=[CH:3][CH:2]=1.C(N(CC)CC)C.[S:18](Cl)([CH3:21])(=[O:20])=[O:19].O, predict the reaction product.